Dataset: Catalyst prediction with 721,799 reactions and 888 catalyst types from USPTO. Task: Predict which catalyst facilitates the given reaction. (1) Reactant: [F:1][C:2]1[CH:24]=[CH:23][C:5]([O:6][CH2:7][C:8]2[N:9]=[C:10]3[S:17][C:16]([CH3:18])=[C:15]([C:19](=[O:22])[CH2:20][CH3:21])[N:11]3[C:12](=[O:14])[CH:13]=2)=[CH:4][CH:3]=1.[BH4-].[Na+]. Product: [F:1][C:2]1[CH:3]=[CH:4][C:5]([O:6][CH2:7][C:8]2[N:9]=[C:10]3[S:17][C:16]([CH3:18])=[C:15]([CH:19]([OH:22])[CH2:20][CH3:21])[N:11]3[C:12](=[O:14])[CH:13]=2)=[CH:23][CH:24]=1. The catalyst class is: 5. (2) Reactant: [Cl:1][C:2]1[CH:7]=[CH:6][C:5]([NH:8][C:9](=[O:14])[C:10]([CH3:13])([CH3:12])[CH3:11])=[CH:4][CH:3]=1.[CH2:15]([Li])[CH2:16][CH2:17][CH3:18].[OH2:20]. Product: [Cl:1][C:2]1[CH:3]=[CH:4][C:5]([NH:8][C:9](=[O:14])[C:10]([CH3:11])([CH3:13])[CH3:12])=[C:6]([C:15]([C:16]2[C:5]([CH3:4])=[N:8][CH:9]=[CH:18][CH:17]=2)=[O:20])[CH:7]=1. The catalyst class is: 134.